Task: Predict the product of the given reaction.. Dataset: Forward reaction prediction with 1.9M reactions from USPTO patents (1976-2016) Given the reactants Cl[C:2]1[C:11]([CH3:12])=[C:10]([Cl:13])[C:9]2[C:4](=[CH:5][C:6]([F:14])=[CH:7][CH:8]=2)[N:3]=1.[CH3:15][S:16][C:17]1[CH:22]=[CH:21][CH:20]=[CH:19][C:18]=1B(O)O.C(=O)([O-])[O-].[Na+].[Na+].C(#N)C, predict the reaction product. The product is: [Cl:13][C:10]1[C:9]2[C:4](=[CH:5][C:6]([F:14])=[CH:7][CH:8]=2)[N:3]=[C:2]([C:18]2[CH:19]=[CH:20][CH:21]=[CH:22][C:17]=2[S:16][CH3:15])[C:11]=1[CH3:12].